This data is from Human liver microsome stability data. The task is: Regression/Classification. Given a drug SMILES string, predict its absorption, distribution, metabolism, or excretion properties. Task type varies by dataset: regression for continuous measurements (e.g., permeability, clearance, half-life) or binary classification for categorical outcomes (e.g., BBB penetration, CYP inhibition). Dataset: hlm. (1) The molecule is O=C(N[C@H](Cc1c[nH]c2ccccc12)C(=O)Nc1ccncc1)c1ccc(N2CCN(c3ccccc3Cl)CC2)cc1F. The result is 1 (stable in human liver microsomes). (2) The result is 0 (unstable in human liver microsomes). The molecule is O=C(Nc1ccc(F)c(-c2nc3ncc(-c4ccc(Cl)cc4)cn3n2)c1)N1CCC(F)(F)C1. (3) The compound is Cc1cc(-c2ncccn2)cc(C(=O)NNS(=O)(=O)c2ccccc2)c1F. The result is 0 (unstable in human liver microsomes).